This data is from Full USPTO retrosynthesis dataset with 1.9M reactions from patents (1976-2016). The task is: Predict the reactants needed to synthesize the given product. (1) Given the product [F:14][C:12]1[CH:11]=[C:4]([CH:3]=[C:2]([B:18]2[O:19][C:20]([CH3:22])([CH3:21])[C:16]([CH3:32])([CH3:15])[O:17]2)[CH:13]=1)[O:5][CH2:6][C:7]([CH3:10])([OH:9])[CH3:8], predict the reactants needed to synthesize it. The reactants are: Br[C:2]1[CH:3]=[C:4]([CH:11]=[C:12]([F:14])[CH:13]=1)[O:5][CH2:6][C:7]([CH3:10])([OH:9])[CH3:8].[CH3:15][C:16]1([CH3:32])[C:20]([CH3:22])([CH3:21])[O:19][B:18]([B:18]2[O:19][C:20]([CH3:22])([CH3:21])[C:16]([CH3:32])([CH3:15])[O:17]2)[O:17]1.C([O-])(=O)C.[K+]. (2) Given the product [NH2:17][C:5]1[CH:6]=[C:7]2[C:8](=[CH:9][C:4]=1[O:3][CH2:2][CH3:1])[N:10]=[CH:11][C:12]([C:15]#[N:16])=[C:13]2[NH:25][C:24]1[CH:26]=[CH:27][C:28]([F:29])=[C:22]([Cl:21])[CH:23]=1, predict the reactants needed to synthesize it. The reactants are: [CH3:1][CH2:2][O:3][C:4]1[CH:9]=[C:8]2[N:10]=[CH:11][C:12]([C:15]#[N:16])=[C:13](Cl)[C:7]2=[CH:6][C:5]=1[NH:17]C(C)=O.[Cl:21][C:22]1[CH:23]=[C:24]([CH:26]=[CH:27][C:28]=1[F:29])[NH2:25].CC(O)C.Cl.